Dataset: Reaction yield outcomes from USPTO patents with 853,638 reactions. Task: Predict the reaction yield, written as a fraction of the theoretical maximum amount of product (1.0 means a 100% yield; for example, 0.34 means a 34% yield). (1) The yield is 0.844. The product is [CH2:15]([O:17][C:18]1[CH:23]=[CH:22][CH:21]=[CH:20][C:19]=1[C:24]1[NH:25][C:26](=[S:2])[C:27]2[N:32]([CH2:33][CH3:34])[N:31]=[C:30]([CH2:35][CH2:36][CH3:37])[C:28]=2[N:29]=1)[CH3:16]. The reactants are P12(SP3(SP(SP(S3)(S1)=S)(=S)S2)=S)=[S:2].[CH2:15]([O:17][C:18]1[CH:23]=[CH:22][CH:21]=[CH:20][C:19]=1[C:24]1[NH:25][C:26](=O)[C:27]2[N:32]([CH2:33][CH3:34])[N:31]=[C:30]([CH2:35][CH2:36][CH3:37])[C:28]=2[N:29]=1)[CH3:16]. The catalyst is C1(C)C=CC=CC=1. (2) The reactants are [CH:1]([NH:4][C:5]([C@@H:7]1[CH2:12][CH2:11][C@H:10]([N:13]2[C:21]3[CH:20]=[C:19]([O:22][CH2:23][CH2:24][N:25]4[CH2:30][CH2:29][CH2:28][CH2:27][CH2:26]4)[N:18]=[CH:17][C:16]=3[NH:15]/[C:14]/2=[N:31]\[C:32](C2C=CC3C=CSC=3C=2)=[O:33])[CH2:9][CH2:8]1)=[O:6])([CH3:3])[CH3:2].[CH3:43][S:44]([C:47]1[CH:55]=[CH:54][C:50](C(O)=O)=[CH:49][CH:48]=1)(=[O:46])=[O:45]. No catalyst specified. The product is [CH:1]([NH:4][C:5]([C@@H:7]1[CH2:12][CH2:11][C@H:10]([N:13]2[C:21]3[CH:20]=[C:19]([O:22][CH2:23][CH2:24][N:25]4[CH2:30][CH2:29][CH2:28][CH2:27][CH2:26]4)[N:18]=[CH:17][C:16]=3[NH:15]/[C:14]/2=[N:31]\[C:32](=[O:33])[C:50]2[CH:54]=[CH:55][C:47]([S:44]([CH3:43])(=[O:46])=[O:45])=[CH:48][CH:49]=2)[CH2:9][CH2:8]1)=[O:6])([CH3:2])[CH3:3]. The yield is 0.220. (3) The reactants are Cl[C:2]1[CH:7]=[C:6]([O:8][C:9]2[CH:10]=[CH:11][C:12]([NH:16][C:17](=[O:19])[CH3:18])=[N:13][C:14]=2[CH3:15])[CH:5]=[CH:4][N:3]=1.[CH3:20][CH2:21]OC(C)=O. The catalyst is CN(C=O)C.[Cu]I. The product is [C:20]([C:2]1[CH:7]=[C:6]([O:8][C:9]2[CH:10]=[CH:11][C:12]([NH:16][C:17](=[O:19])[CH3:18])=[N:13][C:14]=2[CH3:15])[CH:5]=[CH:4][N:3]=1)#[CH:21]. The yield is 0.300. (4) The yield is 0.880. The product is [CH2:1]([C:3]1[C:11]2[C:6](=[CH:7][CH:8]=[C:9](/[CH:12]=[C:16](/[C:17](=[O:19])[CH3:18])\[C:14]#[N:15])[CH:10]=2)[NH:5][N:4]=1)[CH3:2]. The reactants are [CH2:1]([C:3]1[C:11]2[C:6](=[CH:7][CH:8]=[C:9]([CH:12]=O)[CH:10]=2)[NH:5][N:4]=1)[CH3:2].[C:14](/[CH:16]=[C:17](\[O-:19])/[CH3:18])#[N:15].[Na+].C(O)(=O)C.N1CCCCC1. The catalyst is ClCCl. (5) The reactants are [NH2:1][C:2]1[CH:26]=[CH:25][C:5]([O:6][C:7]2[C:12]([NH:13][CH3:14])=[C:11]([C:15]#[C:16][C:17]([CH3:24])([O:19][Si:20]([CH3:23])([CH3:22])[CH3:21])[CH3:18])[N:10]=[CH:9][N:8]=2)=[CH:4][C:3]=1[Cl:27].O. The catalyst is CN(C)C=O.[Cu](I)I. The product is [Cl:27][C:3]1[CH:4]=[C:5]([O:6][C:7]2[C:12]3[N:13]([CH3:14])[C:16]([C:17]([CH3:24])([O:19][Si:20]([CH3:22])([CH3:21])[CH3:23])[CH3:18])=[CH:15][C:11]=3[N:10]=[CH:9][N:8]=2)[CH:25]=[CH:26][C:2]=1[NH2:1]. The yield is 0.600. (6) The reactants are [Br:1][C:2]1[N:3]([CH2:10][CH:11]([CH2:21][O:22][C:23]2[CH:28]=[CH:27][C:26]([O:29][C:30]([F:33])([F:32])[F:31])=[CH:25][CH:24]=2)[CH2:12][O:13][Si](C(C)(C)C)(C)C)[CH:4]=[C:5]([N+:7]([O-:9])=[O:8])[N:6]=1.Cl.C(=O)=O.CC(C)=O.N. The product is [Br:1][C:2]1[N:3]([CH2:10][CH:11]([CH2:21][O:22][C:23]2[CH:28]=[CH:27][C:26]([O:29][C:30]([F:33])([F:31])[F:32])=[CH:25][CH:24]=2)[CH2:12][OH:13])[CH:4]=[C:5]([N+:7]([O-:9])=[O:8])[N:6]=1. The catalyst is CCO.CO. The yield is 0.910. (7) The reactants are [F:1][C:2]1[CH:7]=[C:6]([F:8])[CH:5]=[CH:4][C:3]=1[CH2:9][OH:10].Cl[C:12]1[CH:17]=[C:16](I)[CH:15]=[CH:14][N:13]=1.C([O-])([O-])=[O:20].[Cs+].[Cs+].N1C2C(=CC=C3C=2N=CC=C3)C=CC=1. The catalyst is C1(C)C=CC=CC=1.[Cu]I.C(O)=O.O. The product is [F:1][C:2]1[CH:7]=[C:6]([F:8])[CH:5]=[CH:4][C:3]=1[CH2:9][O:10][C:16]1[CH:15]=[CH:14][NH:13][C:12](=[O:20])[CH:17]=1. The yield is 0.440. (8) The reactants are [CH3:1][C:2]1[CH:7]=[CH:6][C:5]([CH3:8])=[CH:4][C:3]=1[NH:9][C:10]1[N:15]2[N:16]=[CH:17][C:18]([C:19]([O:21][CH2:22][CH3:23])=[O:20])=[C:14]2[N:13]=[CH:12][C:11]=1[C:24](O)=[O:25].[CH:27]1([CH:33]2[CH2:38][CH2:37][NH:36][CH2:35][CH2:34]2)[CH2:32][CH2:31][CH2:30][CH2:29][CH2:28]1. No catalyst specified. The product is [CH:27]1([CH:33]2[CH2:34][CH2:35][N:36]([C:24]([C:11]3[CH:12]=[N:13][C:14]4[N:15]([N:16]=[CH:17][C:18]=4[C:19]([O:21][CH2:22][CH3:23])=[O:20])[C:10]=3[NH:9][C:3]3[CH:4]=[C:5]([CH3:8])[CH:6]=[CH:7][C:2]=3[CH3:1])=[O:25])[CH2:37][CH2:38]2)[CH2:28][CH2:29][CH2:30][CH2:31][CH2:32]1. The yield is 0.990. (9) The reactants are [CH3:1][O:2][C:3]1[N:8]=[CH:7][C:6]([C:9]2[O:13][C:12]([CH3:14])=[C:11]([CH:15]([NH:20][C:21]3[CH:26]=[CH:25][C:24]([C:27]([NH:29][CH2:30][CH2:31][C:32]([O:34]CC)=[O:33])=[O:28])=[CH:23][CH:22]=3)[CH2:16][CH:17]([CH3:19])[CH3:18])[CH:10]=2)=[CH:5][CH:4]=1. The catalyst is C(O)C.CCCCCC. The product is [CH3:1][O:2][C:3]1[N:8]=[CH:7][C:6]([C:9]2[O:13][C:12]([CH3:14])=[C:11]([CH:15]([NH:20][C:21]3[CH:22]=[CH:23][C:24]([C:27]([NH:29][CH2:30][CH2:31][C:32]([OH:34])=[O:33])=[O:28])=[CH:25][CH:26]=3)[CH2:16][CH:17]([CH3:19])[CH3:18])[CH:10]=2)=[CH:5][CH:4]=1. The yield is 0.870.